Task: Predict the product of the given reaction.. Dataset: Forward reaction prediction with 1.9M reactions from USPTO patents (1976-2016) (1) Given the reactants [Cl:1][C:2]1[CH:7]=[C:6]([C:8]([N:16]=[C:17]=[O:18])([CH3:15])[CH:9]([CH:12]([CH3:14])[CH3:13])[CH:10]=[CH2:11])[CH:5]=[CH:4][C:3]=1[CH2:19][CH2:20][C:21]([CH3:24])([CH3:23])[CH3:22].Cl.[CH2:26]([O:28][C:29](=[O:33])[CH2:30][CH2:31][NH2:32])[CH3:27].C(N(CC)CC)C, predict the reaction product. The product is: [CH2:26]([O:28][C:29](=[O:33])[CH2:30][CH2:31][NH:32][C:17]([NH:16][C:8]([C:6]1[CH:5]=[CH:4][C:3]([CH2:19][CH2:20][C:21]([CH3:22])([CH3:23])[CH3:24])=[C:2]([Cl:1])[CH:7]=1)([CH3:15])[CH:9]([CH:12]([CH3:14])[CH3:13])[CH:10]=[CH2:11])=[O:18])[CH3:27]. (2) Given the reactants [CH3:1][O:2][CH2:3][O:4][CH2:5][CH:6]1[CH2:16][CH2:15][CH2:14][C:7]21[NH:11][C:10](=[O:12])[NH:9][C:8]2=[O:13].[Cl:17][C:18]1[C:25]([CH3:26])=[C:24](I)[CH:23]=[CH:22][C:19]=1[C:20]#[N:21], predict the reaction product. The product is: [Cl:17][C:18]1[C:25]([CH3:26])=[C:24]([N:9]2[C:8](=[O:13])[C:7]3([CH2:14][CH2:15][CH2:16][CH:6]3[CH2:5][O:4][CH2:3][O:2][CH3:1])[NH:11][C:10]2=[O:12])[CH:23]=[CH:22][C:19]=1[C:20]#[N:21]. (3) Given the reactants C([N+](CCCC)(CCCC)CCCC)CCC.[P:18]([O:22][CH2:23][C@@H:24]1[C@@H:28]([O:29][P:30]([O:33][CH2:34][C@@H:35]2[C@@H:39]([OH:40])[C@@H:38]([OH:41])[C@H:37]([N:42]3[CH:50]=[N:49][C:48]4[C:43]3=[N:44][CH:45]=[N:46][C:47]=4[NH2:51])[O:36]2)([OH:32])=[O:31])[CH2:27][C@H:26]([N:52]2[CH:57]=[CH:56][C:55]([NH2:58])=[N:54][C:53]2=[O:59])[O:25]1)([OH:21])([OH:20])=[O:19].[C:60]([O:64][C:65]([NH:67][C@@H:68]([CH2:75][CH2:76][CH2:77][CH2:78][NH:79][C:80](=[O:97])[C@@H:81]([NH:89][C:90]([O:92][C:93]([CH3:96])([CH3:95])[CH3:94])=[O:91])[CH2:82][S:83][S:84][C:85]([CH3:88])([CH3:87])[CH3:86])[C:69](OCC#N)=[O:70])=[O:66])([CH3:63])([CH3:62])[CH3:61], predict the reaction product. The product is: [C:60]([O:64][C:65]([NH:67][C@H:68]([CH2:75][CH2:76][CH2:77][CH2:78][NH:79][C:80](=[O:97])[C@@H:81]([NH:89][C:90]([O:92][C:93]([CH3:96])([CH3:95])[CH3:94])=[O:91])[CH2:82][S:83][S:84][C:85]([CH3:86])([CH3:87])[CH3:88])[C:69]([O:40][C@H:39]1[C@@H:38]([OH:41])[C@H:37]([N:42]2[CH:50]=[N:49][C:48]3[C:43]2=[N:44][CH:45]=[N:46][C:47]=3[NH2:51])[O:36][C@H:35]1[CH2:34][O:33][P:30]([O:29][C@H:28]1[CH2:27][C@H:26]([N:52]2[CH:57]=[CH:56][C:55]([NH2:58])=[N:54][C:53]2=[O:59])[O:25][C@@H:24]1[CH2:23][O:22][P:18]([OH:21])([OH:20])=[O:19])([OH:32])=[O:31])=[O:70])=[O:66])([CH3:61])([CH3:62])[CH3:63]. (4) Given the reactants [OH-].[Na+].[CH2:3]1[C:11]2[C:6](=[CH:7][CH:8]=[CH:9][CH:10]=2)[C@H:5]([NH2:12])[C@H:4]1[OH:13].[C:14](O[C:14]([O:16][C:17]([CH3:20])([CH3:19])[CH3:18])=[O:15])([O:16][C:17]([CH3:20])([CH3:19])[CH3:18])=[O:15], predict the reaction product. The product is: [OH:13][C@H:4]1[CH2:3][C:11]2[C:6](=[CH:7][CH:8]=[CH:9][CH:10]=2)[C@@H:5]1[NH:12][C:14](=[O:15])[O:16][C:17]([CH3:20])([CH3:19])[CH3:18].